From a dataset of Full USPTO retrosynthesis dataset with 1.9M reactions from patents (1976-2016). Predict the reactants needed to synthesize the given product. (1) Given the product [O:4]1[CH2:5][CH:6]([C:8]2[C:16]3[S:15][C:14]([NH:17][C:38]([N:39]4[CH2:40][CH2:21][O:23][CH2:24][CH2:29]4)=[O:37])=[N:13][C:12]=3[C:11]([O:18][CH3:19])=[CH:10][CH:9]=2)[CH2:7][O:1][CH2:2][CH2:3]1, predict the reactants needed to synthesize it. The reactants are: [O:1]1[CH2:7][CH:6]([C:8]2[C:16]3[S:15][C:14]([NH2:17])=[N:13][C:12]=3[C:11]([O:18][CH3:19])=[CH:10][CH:9]=2)[CH2:5][O:4][CH2:3][CH2:2]1.Cl[C:21]([O:23][C:24]1[CH:29]=CC=CC=1)=O.C([O:37][C:38](=O)[NH:39][C:40]1SC2C(C3C=CC=CC=3)=CC=C(OC)C=2N=1)C1C=CC=CC=1.N1CCOCC1. (2) The reactants are: [Si]([O:8][CH2:9][C:10]1[C:15]([Cl:16])=[CH:14][C:13]([C:17]2([F:30])[CH2:22][CH2:21][N:20]([C:23]([O:25][C:26]([CH3:29])([CH3:28])[CH3:27])=[O:24])[CH2:19][CH2:18]2)=[CH:12][N:11]=1)(C(C)(C)C)(C)C.[F-].C([N+](CCCC)(CCCC)CCCC)CCC.O1CCCC1.O. Given the product [Cl:16][C:15]1[C:10]([CH2:9][OH:8])=[N:11][CH:12]=[C:13]([C:17]2([F:30])[CH2:18][CH2:19][N:20]([C:23]([O:25][C:26]([CH3:27])([CH3:28])[CH3:29])=[O:24])[CH2:21][CH2:22]2)[CH:14]=1, predict the reactants needed to synthesize it. (3) Given the product [OH:7][CH2:6][C:4]1[CH:3]=[N:2][N:1]([C:11]([O:13][C:14]([CH3:17])([CH3:16])[CH3:15])=[O:12])[CH:5]=1, predict the reactants needed to synthesize it. The reactants are: [N:1]1([C:11]([O:13][C:14]([CH3:17])([CH3:16])[CH3:15])=[O:12])[CH:5]=[C:4]([C:6](OCC)=[O:7])[CH:3]=[N:2]1.[H-].C([Al+]CC(C)C)C(C)C.C1(C)C=CC=CC=1.CO.O.O.O.O.C(C(C(C([O-])=O)O)O)([O-])=O.[Na+].[K+]. (4) Given the product [OH:3][C:2]1[CH:21]=[C:12]([O:11][CH2:10][C:9]2[S:8][C:7]([C:23]3[CH:24]=[CH:25][C:26]([CH3:29])=[CH:27][CH:28]=3)=[N:6][C:5]=2[CH3:4])[CH:13]=[CH:14][C:15]=1/[CH:16]=[CH:17]/[C:18]([O:19][CH3:20])=[O:22], predict the reactants needed to synthesize it. The reactants are: [Na].[CH3:2][OH:3].[CH3:4][C:5]1[N:6]=[C:7]([C:23]2[CH:28]=[CH:27][C:26]([CH3:29])=[CH:25][CH:24]=2)[S:8][C:9]=1[CH2:10][O:11][C:12]1[CH:21]=[C:20]2[C:15]([CH:16]=[CH:17][C:18](=[O:22])[O:19]2)=[CH:14][CH:13]=1.Cl.